Task: Predict which catalyst facilitates the given reaction.. Dataset: Catalyst prediction with 721,799 reactions and 888 catalyst types from USPTO (1) Reactant: [CH2:1]([N:4]([CH2:39][CH2:40][CH3:41])[C:5]([C:7]1=[CH:8][C:9]2[CH:25]=[CH:24][C:23]([C:26]3[CH:31]=[CH:30][C:29]([C:32]([N:34]4[CH2:38][CH2:37][CH2:36][CH2:35]4)=[O:33])=[CH:28][CH:27]=3)=[CH:22][C:10]=2[N:11]=[C:12]([NH:14]C(=O)OC(C)(C)C)[CH2:13]1)=[O:6])[CH2:2][CH3:3].[NH2:42]N. Product: [NH:14]([C:12]1[CH2:13][C:7]([C:5]([N:4]([CH2:39][CH2:40][CH3:41])[CH2:1][CH2:2][CH3:3])=[O:6])=[CH:8][C:9]2[CH:25]=[CH:24][C:23]([C:26]3[CH:27]=[CH:28][C:29]([C:32]([N:34]4[CH2:38][CH2:37][CH2:36][CH2:35]4)=[O:33])=[CH:30][CH:31]=3)=[CH:22][C:10]=2[N:11]=1)[NH2:42]. The catalyst class is: 653. (2) Reactant: [Br:1][C:2]1[CH:11]=[C:10]([C:12]([C:14]2[NH:15][C:16]([CH2:19][CH3:20])=[CH:17][CH:18]=2)=[O:13])[CH:9]=[CH:8][C:3]=1[C:4]([O:6][CH3:7])=[O:5].[H-].[Na+].[NH2:23]OP(=O)(C1C=CC=CC=1)C1C=CC=CC=1. Product: [NH2:23][N:15]1[C:16]([CH2:19][CH3:20])=[CH:17][CH:18]=[C:14]1[C:12]([C:10]1[CH:9]=[CH:8][C:3]([C:4]([O:6][CH3:7])=[O:5])=[C:2]([Br:1])[CH:11]=1)=[O:13]. The catalyst class is: 9. (3) Reactant: C(Cl)(Cl)=S.COC1C=C2C(=CC=1OC)N=CC=C2OC1C=CC(N[C:27]([NH:29][CH2:30][CH2:31][NH:32][C:33]2[CH:38]=[CH:37]C=CC=2)=[O:28])=CC=1F.CCN(C(C)C)C(C)C.CO. Product: [CH2:33]([N:32]1[CH2:31][CH2:30][NH:29][C:27]1=[O:28])[CH:38]=[CH2:37]. The catalyst class is: 76.